Dataset: Peptide-MHC class I binding affinity with 185,985 pairs from IEDB/IMGT. Task: Regression. Given a peptide amino acid sequence and an MHC pseudo amino acid sequence, predict their binding affinity value. This is MHC class I binding data. (1) The peptide sequence is NPVILSKLM. The MHC is HLA-B54:01 with pseudo-sequence HLA-B54:01. The binding affinity (normalized) is 0.335. (2) The peptide sequence is RLASSLYVY. The MHC is HLA-B39:01 with pseudo-sequence HLA-B39:01. The binding affinity (normalized) is 0.213. (3) The peptide sequence is GEYNHVVAA. The MHC is HLA-B40:01 with pseudo-sequence HLA-B40:01. The binding affinity (normalized) is 0.499. (4) The peptide sequence is MPVGGQSSF. The MHC is HLA-C04:01 with pseudo-sequence HLA-C04:01. The binding affinity (normalized) is 0.213. (5) The peptide sequence is LLTFWNPPV. The MHC is HLA-A68:02 with pseudo-sequence HLA-A68:02. The binding affinity (normalized) is 0.154. (6) The peptide sequence is KMAVEVGSIR. The MHC is HLA-A31:01 with pseudo-sequence HLA-A31:01. The binding affinity (normalized) is 0.314. (7) The peptide sequence is SMYCSKTFL. The MHC is HLA-A02:01 with pseudo-sequence HLA-A02:01. The binding affinity (normalized) is 0.621. (8) The peptide sequence is NQDRYIKKL. The MHC is Mamu-B1001 with pseudo-sequence Mamu-B1001. The binding affinity (normalized) is 0.839. (9) The peptide sequence is FRFFGGVPR. The MHC is HLA-B45:06 with pseudo-sequence HLA-B45:06. The binding affinity (normalized) is 0.213. (10) The peptide sequence is EWFRNVLSI. The MHC is H-2-Db with pseudo-sequence H-2-Db. The binding affinity (normalized) is 0.0641.